This data is from Forward reaction prediction with 1.9M reactions from USPTO patents (1976-2016). The task is: Predict the product of the given reaction. (1) Given the reactants [NH2:1][C:2]1[CH:7]=[CH:6][CH:5]=[CH:4][CH:3]=1.[C:8](O)(=O)/[C:9](=[C:11](\C=O)/Br)/[Br:10].[NH2:17][C:18]1[CH:23]=[CH:22][CH:21]=[CH:20][CH:19]=1.C(O)C.C(=O)=O, predict the reaction product. The product is: [Br-:10].[Br:10]/[C:9](=[CH:8]\[NH:17][C:18]1[CH:23]=[CH:22][CH:21]=[CH:20][CH:19]=1)/[CH:11]=[NH+:1]/[C:2]1[CH:7]=[CH:6][CH:5]=[CH:4][CH:3]=1. (2) Given the reactants Br[C:2]1[N:21]=[C:5]2[C:6]([C:14]3[CH:19]=[CH:18][C:17]([Cl:20])=[CH:16][CH:15]=3)=[CH:7][CH:8]=[C:9]([C:10]([OH:13])([CH3:12])[CH3:11])[N:4]2[N:3]=1.[CH3:22][C:23]1[N:28]=[CH:27][N:26]=[C:25]([N:29]2[CH2:34][CH2:33][CH:32]([NH2:35])[CH2:31][CH2:30]2)[CH:24]=1.[O-]C1C=CC=CC=1.[Na+].C(Cl)(Cl)Cl.CC1(C)C2C(=C(P(C3C=CC=CC=3)C3C=CC=CC=3)C=CC=2)OC2C(P(C3C=CC=CC=3)C3C=CC=CC=3)=CC=CC1=2, predict the reaction product. The product is: [Cl:20][C:17]1[CH:18]=[CH:19][C:14]([C:6]2[C:5]3[N:4]([N:3]=[C:2]([NH:35][CH:32]4[CH2:33][CH2:34][N:29]([C:25]5[CH:24]=[C:23]([CH3:22])[N:28]=[CH:27][N:26]=5)[CH2:30][CH2:31]4)[N:21]=3)[C:9]([C:10]([OH:13])([CH3:12])[CH3:11])=[CH:8][CH:7]=2)=[CH:15][CH:16]=1.